From a dataset of Full USPTO retrosynthesis dataset with 1.9M reactions from patents (1976-2016). Predict the reactants needed to synthesize the given product. (1) Given the product [CH3:60][O:61][C:62](=[O:63])[NH:64][C@H:65]([C:69]1[CH:74]=[CH:73][CH:72]=[CH:71][CH:70]=1)[C:66]([N:45]1[CH2:46][C@@H:47]([CH2:49][O:50][CH3:51])[CH2:48][C@H:44]1[C:42]1[NH:43][C:39]([C:34]2[CH:35]=[C:36]3[CH2:37][O:38][C:25]4[CH:24]=[C:23]5[C:28]([CH:29]=[CH:30][C:20]6[N:19]=[C:18]([C@@H:13]7[CH2:14][C@H:15]([CH3:17])[CH2:16][N:12]7[C:10](=[O:11])[C@@H:6]([NH:5][C:3]([O:2][CH3:1])=[O:4])[CH:7]([CH3:9])[CH3:8])[NH:22][C:21]=65)=[CH:27][C:26]=4[C:31]3=[CH:32][CH:33]=2)=[CH:40][N:41]=1)=[O:68], predict the reactants needed to synthesize it. The reactants are: [CH3:1][O:2][C:3]([NH:5][C@H:6]([C:10]([N:12]1[CH2:16][C@@H:15]([CH3:17])[CH2:14][C@H:13]1[C:18]1[NH:22][C:21]2[C:23]3[C:28]([CH:29]=[CH:30][C:20]=2[N:19]=1)=[CH:27][C:26]1[C:31]2[C:36]([CH2:37][O:38][C:25]=1[CH:24]=3)=[CH:35][C:34]([C:39]1[NH:43][C:42]([C@@H:44]3[CH2:48][C@H:47]([CH2:49][O:50][CH3:51])[CH2:46][N:45]3C(OC(C)(C)C)=O)=[N:41][CH:40]=1)=[CH:33][CH:32]=2)=[O:11])[CH:7]([CH3:9])[CH3:8])=[O:4].Cl.[CH3:60][O:61][C:62]([NH:64][C@H:65]([C:69]1[CH:74]=[CH:73][CH:72]=[CH:71][CH:70]=1)[C:66]([OH:68])=O)=[O:63].CCOC(C(C#N)=NOC(N1CCOCC1)=[N+](C)C)=O.F[P-](F)(F)(F)(F)F.CCN(C(C)C)C(C)C. (2) Given the product [C:1]1([C:7]2[CH:12]=[C:11]([C:13]3[CH:14]=[CH:15][CH:16]=[CH:17][CH:18]=3)[N:10]=[C:9]([O:19][CH2:20][CH2:21][CH2:22][CH2:23][C:24]([C:27]3[N:31]([CH2:32][C:33]([OH:35])=[O:34])[N:30]=[N:29][N:28]=3)([CH3:26])[CH3:25])[CH:8]=2)[CH:2]=[CH:3][CH:4]=[CH:5][CH:6]=1, predict the reactants needed to synthesize it. The reactants are: [C:1]1([C:7]2[CH:12]=[C:11]([C:13]3[CH:18]=[CH:17][CH:16]=[CH:15][CH:14]=3)[N:10]=[C:9]([O:19][CH2:20][CH2:21][CH2:22][CH2:23][C:24]([C:27]3[N:31]([CH2:32][C:33]([O:35]CC)=[O:34])[N:30]=[N:29][N:28]=3)([CH3:26])[CH3:25])[CH:8]=2)[CH:6]=[CH:5][CH:4]=[CH:3][CH:2]=1.[Li+].[OH-].